This data is from Full USPTO retrosynthesis dataset with 1.9M reactions from patents (1976-2016). The task is: Predict the reactants needed to synthesize the given product. (1) Given the product [Cl:1][C:2]1[C:7]([C:8]2[CH:13]=[CH:12][CH:11]=[C:10]([CH2:14][CH3:15])[CH:9]=2)=[C:6]([C:16]([C@@H:26]2[CH2:31][CH2:30][CH2:29][N:28]([C:32]([C:34]3[CH:43]=[CH:42][C:41]([CH2:44][NH:45][CH3:46])=[CH:40][C:35]=3[C:36]([O:38][CH3:39])=[O:37])=[O:33])[CH2:27]2)([OH:25])[CH2:17][CH2:18][CH2:19][NH:20][C:21]([O:23][CH3:24])=[O:22])[CH:5]=[CH:4][CH:3]=1, predict the reactants needed to synthesize it. The reactants are: [Cl:1][C:2]1[C:7]([C:8]2[CH:13]=[CH:12][CH:11]=[C:10]([CH2:14][CH3:15])[CH:9]=2)=[C:6]([C:16]([C@@H:26]2[CH2:31][CH2:30][CH2:29][N:28]([C:32]([C:34]3[CH:43]=[CH:42][C:41]([CH2:44][N:45](C(OC(C)(C)C)=O)[CH3:46])=[CH:40][C:35]=3[C:36]([O:38][CH3:39])=[O:37])=[O:33])[CH2:27]2)([OH:25])[CH2:17][CH2:18][CH2:19][NH:20][C:21]([O:23][CH3:24])=[O:22])[CH:5]=[CH:4][CH:3]=1.Cl. (2) Given the product [NH2:1][S:2]([CH2:5][CH2:6][CH2:7][C:8]([N:67]([CH3:68])[CH2:66][CH2:65][N:64]([CH3:69])[C@@H:54]1[CH2:53][N:52]2[C:51]3[CH:50]=[C:49]([C:70]([O:72][CH3:73])=[O:71])[CH:48]=[CH:47][C:46]=3[C:45]([CH:39]3[CH2:40][CH2:41][CH2:42][CH2:43][CH2:44]3)=[C:59]2[C:58]2[CH:60]=[CH:61][CH:62]=[CH:63][C:57]=2[O:56][CH2:55]1)=[O:10])(=[O:4])=[O:3], predict the reactants needed to synthesize it. The reactants are: [NH2:1][S:2]([CH2:5][CH2:6][CH2:7][C:8]([OH:10])=O)(=[O:4])=[O:3].CCN(C(C)C)C(C)C.CC(C)N=C=NC(C)C.C1C=CC2N(O)N=NC=2C=1.[CH:39]1([C:45]2[C:46]3[CH:47]=[CH:48][C:49]([C:70]([O:72][CH3:73])=[O:71])=[CH:50][C:51]=3[N:52]3[C:59]=2[C:58]2[CH:60]=[CH:61][CH:62]=[CH:63][C:57]=2[O:56][CH2:55][C@H:54]([N:64]([CH3:69])[CH2:65][CH2:66][NH:67][CH3:68])[CH2:53]3)[CH2:44][CH2:43][CH2:42][CH2:41][CH2:40]1. (3) Given the product [NH:37]1[C:38]2[C:34](=[C:33]([C:2]3[N:3]=[C:4]([N:19]4[CH2:24][CH2:23][O:22][CH2:21][CH2:20]4)[C:5]4[S:10][C:9]([CH2:11][O:12][CH2:13][C:14]([N:16]([CH3:18])[CH3:17])=[O:15])=[CH:8][C:6]=4[N:7]=3)[CH:41]=[CH:40][CH:39]=2)[CH:35]=[N:36]1, predict the reactants needed to synthesize it. The reactants are: Cl[C:2]1[N:3]=[C:4]([N:19]2[CH2:24][CH2:23][O:22][CH2:21][CH2:20]2)[C:5]2[S:10][C:9]([CH2:11][O:12][CH2:13][C:14]([N:16]([CH3:18])[CH3:17])=[O:15])=[CH:8][C:6]=2[N:7]=1.CC1(C)C(C)(C)OB([C:33]2[CH:41]=[CH:40][CH:39]=[C:38]3[C:34]=2[CH:35]=[N:36][NH:37]3)O1. (4) Given the product [CH2:1]([O:3][C:4](=[O:32])[CH:5]([C:10]1[CH:11]=[C:12]([C:22]2[CH:27]=[CH:26][C:25]([C:28]([F:29])([F:30])[F:31])=[CH:24][CH:23]=2)[CH:13]=[C:14]([CH:16]2[CH2:17][CH2:18][N:19]([CH:33]3[CH2:38][CH2:37][CH2:36][CH2:35][CH2:34]3)[CH2:20][CH2:21]2)[CH:15]=1)[CH2:6][CH:7]([CH3:9])[CH3:8])[CH3:2], predict the reactants needed to synthesize it. The reactants are: [CH2:1]([O:3][C:4](=[O:32])[CH:5]([C:10]1[CH:11]=[C:12]([C:22]2[CH:27]=[CH:26][C:25]([C:28]([F:31])([F:30])[F:29])=[CH:24][CH:23]=2)[CH:13]=[C:14]([CH:16]2[CH2:21][CH2:20][NH:19][CH2:18][CH2:17]2)[CH:15]=1)[CH2:6][CH:7]([CH3:9])[CH3:8])[CH3:2].[C:33]1(=O)[CH2:38][CH2:37][CH2:36][CH2:35][CH2:34]1.C(O[BH-](OC(=O)C)OC(=O)C)(=O)C.[Na+]. (5) Given the product [ClH:32].[NH2:17][C@@H:16]([C:25](=[O:27])[N:33]1[CH2:37][CH2:36][CH2:35][CH2:34]1)[CH2:15][S:14][CH2:13][CH2:12][NH:11][S:29]([CH3:28])(=[O:31])=[O:30], predict the reactants needed to synthesize it. The reactants are: C(OC([NH:11][CH2:12][CH2:13][S:14][CH2:15][C@H:16]([C:25]([OH:27])=O)[NH:17]C(OC(C)(C)C)=O)=O)C1C=CC=CC=1.[CH3:28][S:29]([Cl:32])(=[O:31])=[O:30].[NH:33]1[CH2:37][CH2:36][CH2:35][CH2:34]1.